Dataset: Full USPTO retrosynthesis dataset with 1.9M reactions from patents (1976-2016). Task: Predict the reactants needed to synthesize the given product. (1) Given the product [OH:2][C@H:1]1[O:2][C@H:1]([CH2:4][OH:5])[C@@H:4]([OH:5])[C@H:1]([OH:2])[C@H:4]1[OH:5], predict the reactants needed to synthesize it. The reactants are: [CH3:1][O-:2].[Na+].[CH3:4][OH:5]. (2) Given the product [F:26][C:14]([F:13])([F:25])[C:15]1[CH:20]=[CH:19][CH:18]=[CH:17][C:16]=1[S:21]([NH:1][C:2]1[S:3][CH:4]=[C:5]([CH2:7][C:8]([O:10][CH2:11][CH3:12])=[O:9])[N:6]=1)(=[O:22])=[O:23], predict the reactants needed to synthesize it. The reactants are: [NH2:1][C:2]1[S:3][CH:4]=[C:5]([CH2:7][C:8]([O:10][CH2:11][CH3:12])=[O:9])[N:6]=1.[F:13][C:14]([F:26])([F:25])[C:15]1[CH:20]=[CH:19][CH:18]=[CH:17][C:16]=1[S:21](Cl)(=[O:23])=[O:22]. (3) Given the product [N:52]1([C:46]2[C:45]3[C:50](=[CH:51][C:42]([N:60]4[CH2:59][CH2:58][N:57]([C:63]([O:65][C:66]([CH3:69])([CH3:68])[CH3:67])=[O:64])[CH2:62][CH2:61]4)=[CH:43][CH:44]=3)[N:49]=[CH:48][N:47]=2)[CH2:56][CH2:55][CH2:54][CH2:53]1, predict the reactants needed to synthesize it. The reactants are: CC(C)([O-])C.[K+].C1(P(C2CCCCC2)C2(C(C)C)CC(C(C)C)=CC(C(C)C)=C2C2C=CC=CC=2)CCCCC1.Cl[C:42]1[CH:51]=[C:50]2[C:45]([C:46]([N:52]3[CH2:56][CH2:55][CH2:54][CH2:53]3)=[N:47][CH:48]=[N:49]2)=[CH:44][CH:43]=1.[N:57]1([C:63]([O:65][C:66]([CH3:69])([CH3:68])[CH3:67])=[O:64])[CH2:62][CH2:61][NH:60][CH2:59][CH2:58]1. (4) Given the product [OH:53][CH2:52][CH2:51][N:50]([CH3:49])[C:33]([C@@H:11]1[C@@H:10]([NH:9][C:7]([C:5]2[S:6][C:2]([Cl:1])=[CH:3][CH:4]=2)=[O:8])[CH2:14][N:13]([CH2:15][C:16](=[O:32])[NH:17][C:18]2[CH:23]=[CH:22][C:21]([N:24]3[CH:29]=[CH:28][CH:27]=[CH:26][C:25]3=[O:30])=[CH:20][C:19]=2[F:31])[CH2:12]1)=[O:35], predict the reactants needed to synthesize it. The reactants are: [Cl:1][C:2]1[S:6][C:5]([C:7]([NH:9][C@H:10]2[CH2:14][N:13]([CH2:15][C:16](=[O:32])[NH:17][C:18]3[CH:23]=[CH:22][C:21]([N:24]4[CH:29]=[CH:28][CH:27]=[CH:26][C:25]4=[O:30])=[CH:20][C:19]=3[F:31])[CH2:12][C@@H:11]2[C:33]([O-:35])=O)=[O:8])=[CH:4][CH:3]=1.[Li+].C1N=CN(C(N2C=NC=C2)=O)C=1.[CH3:49][NH:50][CH2:51][CH2:52][OH:53].